This data is from Reaction yield outcomes from USPTO patents with 853,638 reactions. The task is: Predict the reaction yield, written as a fraction of the theoretical maximum amount of product (1.0 means a 100% yield; for example, 0.34 means a 34% yield). (1) The reactants are CN([CH:4]=[O:5])C.P(Cl)(Cl)(Cl)=O.[N:11]1([C:17]2[CH:18]=[C:19]([OH:23])[CH:20]=[CH:21][CH:22]=2)[CH2:16][CH2:15][O:14][CH2:13][CH2:12]1.C([O-])(=O)C.[Na+]. The catalyst is O. The product is [OH:23][C:19]1[CH:18]=[C:17]([N:11]2[CH2:12][CH2:13][O:14][CH2:15][CH2:16]2)[CH:22]=[CH:21][C:20]=1[CH:4]=[O:5]. The yield is 0.230. (2) The reactants are [CH3:1][O:2][CH2:3][CH:4]([NH:6][C:7]([C:9]1[CH:10]=[C:11]([C:16]2[CH:21]=[CH:20][C:19]([CH3:22])=[CH:18][CH:17]=2)[CH:12]=[C:13](I)[CH:14]=1)=[O:8])[CH3:5].[Li+].[Cl-].CCN(C(C)C)C(C)C.[C:34](OC(=O)C)(=[O:36])[CH3:35]. The catalyst is CN(C=O)C.CCOC(C)=O.C1C=CC(/C=C/C(/C=C/C2C=CC=CC=2)=O)=CC=1.C1C=CC(/C=C/C(/C=C/C2C=CC=CC=2)=O)=CC=1.C1C=CC(/C=C/C(/C=C/C2C=CC=CC=2)=O)=CC=1.[Pd].[Pd]. The product is [CH3:1][O:2][CH2:3][CH:4]([NH:6][C:7]([C:9]1[CH:10]=[C:11]([C:16]2[CH:21]=[CH:20][C:19]([CH3:22])=[CH:18][CH:17]=2)[CH:12]=[C:13]([C:34](=[O:36])[CH3:35])[CH:14]=1)=[O:8])[CH3:5]. The yield is 0.750. (3) The reactants are CS(C)=O.Cl[C:6]1[N:7]([CH2:28][CH:29]2[CH2:31][CH2:30]2)[C:8]2[C:13]([N:14]=1)=[C:12]([N:15]1[CH2:20][CH2:19][O:18][CH2:17][CH2:16]1)[N:11]=[C:10]([C:21]1[CH:22]=[N:23][C:24]([NH2:27])=[N:25][CH:26]=1)[N:9]=2.[NH:32]1[CH2:37][CH2:36][NH:35][CH2:34][CH2:33]1. The catalyst is ClCCl.CO. The product is [CH:29]1([CH2:28][N:7]2[C:6]([N:32]3[CH2:37][CH2:36][NH:35][CH2:34][CH2:33]3)=[N:14][C:13]3[C:8]2=[N:9][C:10]([C:21]2[CH:22]=[N:23][C:24]([NH2:27])=[N:25][CH:26]=2)=[N:11][C:12]=3[N:15]2[CH2:20][CH2:19][O:18][CH2:17][CH2:16]2)[CH2:31][CH2:30]1. The yield is 0.890. (4) The reactants are C(OC(=O)[NH:7][CH:8]1[CH2:13][CH2:12][CH2:11][N:10]([CH2:14][C:15](=[O:27])[NH:16][CH:17]2[C:26]3[C:21](=[CH:22][CH:23]=[CH:24][CH:25]=3)[CH2:20][CH2:19][CH2:18]2)[C:9]1=[O:28])(C)(C)C.Cl.[C:31]([N:38]([CH3:44])[C@H:39]([C:41]([OH:43])=O)[CH3:40])([O:33][C:34]([CH3:37])([CH3:36])[CH3:35])=[O:32].C1C=CC2N(O)N=NC=2C=1.CCN=C=NCCCN(C)C.CCN(C(C)C)C(C)C. The product is [C:34]([O:33][C:31](=[O:32])[N:38]([CH3:44])[CH:39]([C:41](=[O:43])[NH:7][CH:8]1[CH2:13][CH2:12][CH2:11][N:10]([CH2:14][C:15](=[O:27])[NH:16][CH:17]2[C:26]3[C:21](=[CH:22][CH:23]=[CH:24][CH:25]=3)[CH2:20][CH2:19][CH2:18]2)[C:9]1=[O:28])[CH3:40])([CH3:35])([CH3:36])[CH3:37]. The yield is 0.800. The catalyst is C(OCC)(=O)C.CN(C=O)C. (5) The reactants are Br[C:2]1[CH:3]=[CH:4][C:5]([C:8]2[CH:13]=[CH:12][C:11]([N:14]3[C:26]4[CH:25]=[CH:24][CH:23]=[CH:22][C:21]=4[C:20]4[C:15]3=[CH:16][CH:17]=[CH:18][CH:19]=4)=[CH:10][CH:9]=2)=[N:6][CH:7]=1.CC1(C)C(C)(C)OB(C2C=CC([C:41]3[CH:46]=[CH:45][C:44]([N:47]4[C:59]5[CH:58]=CC=C[C:54]=5C5C4=CC=CC=5)=[CH:43][CH:42]=3)=NC=2)O1.C([O-])([O-])=O.[Na+].[Na+].O. The catalyst is C1C=CC([P]([Pd]([P](C2C=CC=CC=2)(C2C=CC=CC=2)C2C=CC=CC=2)([P](C2C=CC=CC=2)(C2C=CC=CC=2)C2C=CC=CC=2)[P](C2C=CC=CC=2)(C2C=CC=CC=2)C2C=CC=CC=2)(C2C=CC=CC=2)C2C=CC=CC=2)=CC=1.C1COCC1. The product is [CH:25]1[C:26]2[N:14]([C:11]3[CH:12]=[CH:13][C:8]([C:5]4[N:6]=[CH:7][C:2]([C:2]5[CH:7]=[N:6][C:5]([C:8]6[CH:13]=[CH:54][C:59]([N:47]7[C:44]8[CH:45]=[CH:46][CH:41]=[CH:42][C:43]=8[C:15]8[C:20]7=[CH:19][CH:18]=[CH:17][CH:16]=8)=[CH:58][CH:9]=6)=[CH:4][CH:3]=5)=[CH:3][CH:4]=4)=[CH:9][CH:10]=3)[C:15]3[C:20](=[CH:19][CH:18]=[CH:17][CH:16]=3)[C:21]=2[CH:22]=[CH:23][CH:24]=1. The yield is 0.900. (6) The reactants are [C:1]1([C:7]2[C:11]([C:12]([F:15])([F:14])[F:13])=[C:10]([C:16]([OH:18])=O)[O:9][N:8]=2)[CH:6]=[CH:5][CH:4]=[CH:3][CH:2]=1.[Cl:19][C:20]1[CH:21]=[C:22]([CH:35]=[CH:36][C:37]=1[C:38](=[N:40]O)[NH2:39])[CH2:23][N:24]1[CH2:27][CH:26]([C:28]([O:30][C:31]([CH3:34])([CH3:33])[CH3:32])=[O:29])[CH2:25]1.C1N(P(Cl)(N2C(=O)OCC2)=O)C(=O)OC1.C(N(CC)CC)C. The catalyst is CN(C)C=O.ClCCl. The product is [Cl:19][C:20]1[CH:21]=[C:22]([CH:35]=[CH:36][C:37]=1[C:38]1[N:40]=[C:16]([C:10]2[O:9][N:8]=[C:7]([C:1]3[CH:2]=[CH:3][CH:4]=[CH:5][CH:6]=3)[C:11]=2[C:12]([F:13])([F:14])[F:15])[O:18][N:39]=1)[CH2:23][N:24]1[CH2:27][CH:26]([C:28]([O:30][C:31]([CH3:33])([CH3:34])[CH3:32])=[O:29])[CH2:25]1. The yield is 0.220. (7) The reactants are [CH3:1][C:2]1([CH3:20])[O:6][CH:5]2[O:7][CH:8]([CH2:10][O:11]C(=O)C3C=CC=CC=3)[CH2:9][CH:4]2[O:3]1.C[O-].[Na+].Cl. The catalyst is CO. The product is [CH3:1][C:2]1([CH3:20])[O:6][CH:5]2[O:7][CH:8]([CH2:10][OH:11])[CH2:9][CH:4]2[O:3]1. The yield is 0.600. (8) The reactants are [Cl:1][C:2]1[CH:3]=[C:4]2[C:10]([C:11]3[N:16]=[C:15]([NH:17][C@H:18]4[CH2:22][CH2:21][N:20]([S:23]([CH3:26])(=[O:25])=[O:24])[CH2:19]4)[C:14]([F:27])=[CH:13][N:12]=3)=[CH:9][NH:8][C:5]2=[N:6][CH:7]=1.[CH:28]1(S(Cl)(=O)=O)C[CH2:29]1. No catalyst specified. The product is [Cl:1][C:2]1[CH:3]=[C:4]2[C:10]([C:11]3[N:16]=[C:15]([NH:17][C@H:18]4[CH2:22][CH2:21][N:20]([S:23]([CH:26]5[CH2:29][CH2:28]5)(=[O:24])=[O:25])[CH2:19]4)[C:14]([F:27])=[CH:13][N:12]=3)=[CH:9][NH:8][C:5]2=[N:6][CH:7]=1. The yield is 0.370. (9) The reactants are [NH2:1][N:2]1[C:6]([CH2:7][NH:8]C(=O)OC(C)(C)C)=[CH:5][C:4]([C:16]([F:19])([F:18])[F:17])=[N:3]1.[N:20]1[CH:25]=[CH:24][CH:23]=[CH:22][C:21]=1[CH:26]=O.C(O)(=O)C.C(OCC)(=O)C.CCCCCC. The catalyst is CO. The product is [NH2:8][CH2:7][C:6]1[N:2]([NH:1][CH2:26][C:21]2[CH:22]=[CH:23][CH:24]=[CH:25][N:20]=2)[N:3]=[C:4]([C:16]([F:17])([F:18])[F:19])[CH:5]=1. The yield is 0.760.